From a dataset of Catalyst prediction with 721,799 reactions and 888 catalyst types from USPTO. Predict which catalyst facilitates the given reaction. (1) Reactant: [CH:1]1[CH:10]=[CH:9][CH:8]=[C:7]2[C:2]=1[C:3]1[N:13]3[C@@H:14]([C:18]([OH:21])([CH3:20])[CH3:19])[CH2:15][O:16][CH2:17][C:12]3=[N:11][C:4]=1[CH:5]=[N:6]2.C1C=C(Cl)C=C(C(OO)=[O:30])C=1.C([O-])([O-])=O.[Na+].[Na+]. Product: [O-:30][N+:6]1[C:7]2[C:2](=[CH:1][CH:10]=[CH:9][CH:8]=2)[C:3]2[N:13]3[C@@H:14]([C:18]([OH:21])([CH3:19])[CH3:20])[CH2:15][O:16][CH2:17][C:12]3=[N:11][C:4]=2[CH:5]=1. The catalyst class is: 2. (2) Reactant: [NH2:1][CH2:2][C:3]1[C:4]([Cl:20])=[C:5]([O:10][C:11]2[CH:12]=[C:13]([CH:16]=[C:17]([Cl:19])[CH:18]=2)[C:14]#[N:15])[C:6]([F:9])=[CH:7][CH:8]=1.[Cl:21][C:22]1[N:23]=[C:24]([CH3:30])[NH:25][C:26]=1[C:27](O)=[O:28].C(Cl)CCl.C1C=CC2N(O)N=NC=2C=1. Product: [Cl:21][C:22]1[N:23]=[C:24]([CH3:30])[NH:25][C:26]=1[C:27]([NH:1][CH2:2][C:3]1[CH:8]=[CH:7][C:6]([F:9])=[C:5]([O:10][C:11]2[CH:12]=[C:13]([C:14]#[N:15])[CH:16]=[C:17]([Cl:19])[CH:18]=2)[C:4]=1[Cl:20])=[O:28]. The catalyst class is: 3. (3) Reactant: [CH2:1]([N:8]1[CH:16]=[C:15]2[C:10]([CH:11]=[C:12]([B:17]3[O:21][C:20]([CH3:23])([CH3:22])[C:19]([CH3:25])([CH3:24])[O:18]3)[CH:13]=[CH:14]2)=[N:9]1)[C:2]1[CH:7]=[CH:6][CH:5]=[CH:4][CH:3]=1.[Cl:26]N1C(=O)CCC1=O. Product: [CH2:1]([N:8]1[C:16]([Cl:26])=[C:15]2[C:10]([CH:11]=[C:12]([B:17]3[O:18][C:19]([CH3:25])([CH3:24])[C:20]([CH3:23])([CH3:22])[O:21]3)[CH:13]=[CH:14]2)=[N:9]1)[C:2]1[CH:3]=[CH:4][CH:5]=[CH:6][CH:7]=1. The catalyst class is: 1. (4) Reactant: [Br:1][C:2]1(O)[CH:7]=[CH:6][CH:5]=[CH:4][NH:3]1.[H-].[Na+].CC1C=CC(S([O:21][CH2:22][C@@H:23]2[CH2:27][CH2:26][CH2:25][N:24]2[S:28]([C:31]2[CH:39]=[CH:38][C:37]3[N:36]4[CH2:40][C:41]([CH3:45])([CH3:44])[CH2:42][N:43]=[C:35]4[C:34]4(OCCC[O:46]4)[C:33]=3[CH:32]=2)(=[O:30])=[O:29])(=O)=O)=CC=1. Product: [Br:1][C:2]1[C:7]([O:21][CH2:22][C@@H:23]2[CH2:27][CH2:26][CH2:25][N:24]2[S:28]([C:31]2[CH:39]=[CH:38][C:37]3[N:36]4[CH2:40][C:41]([CH3:44])([CH3:45])[CH2:42][N:43]=[C:35]4[C:34](=[O:46])[C:33]=3[CH:32]=2)(=[O:29])=[O:30])=[CH:6][CH:5]=[CH:4][N:3]=1. The catalyst class is: 3. (5) Reactant: [CH3:1][O:2][C:3]1[N:8]=[C:7]([NH:9][C:10]2[S:11][C:12]([C:15]([O:17]CC)=[O:16])=[CH:13][N:14]=2)[CH:6]=[C:5]([O:20][CH3:21])[N:4]=1.[OH-].[Na+]. Product: [CH3:1][O:2][C:3]1[N:8]=[C:7]([NH:9][C:10]2[S:11][C:12]([C:15]([OH:17])=[O:16])=[CH:13][N:14]=2)[CH:6]=[C:5]([O:20][CH3:21])[N:4]=1. The catalyst class is: 14.